From a dataset of Forward reaction prediction with 1.9M reactions from USPTO patents (1976-2016). Predict the product of the given reaction. (1) Given the reactants C([O:3][C:4](=[O:44])[CH2:5][CH2:6][CH2:7][O:8][C:9]1[CH:14]=[CH:13][CH:12]=[C:11]([CH2:15][CH2:16][CH2:17][CH2:18][CH2:19][CH2:20][O:21][C:22]2[CH:27]=[C:26]([C:28]3[CH:29]=[N:30][CH:31]=[N:32][CH:33]=3)[CH:25]=[C:24]([O:34][CH2:35][CH3:36])[CH:23]=2)[C:10]=1[CH2:37][CH2:38][C:39]([O:41]CC)=[O:40])C.[OH-].[Na+], predict the reaction product. The product is: [C:39]([CH2:38][CH2:37][C:10]1[C:11]([CH2:15][CH2:16][CH2:17][CH2:18][CH2:19][CH2:20][O:21][C:22]2[CH:27]=[C:26]([C:28]3[CH:29]=[N:30][CH:31]=[N:32][CH:33]=3)[CH:25]=[C:24]([O:34][CH2:35][CH3:36])[CH:23]=2)=[CH:12][CH:13]=[CH:14][C:9]=1[O:8][CH2:7][CH2:6][CH2:5][C:4]([OH:44])=[O:3])([OH:41])=[O:40]. (2) Given the reactants C([O:8][C:9](=[O:31])[C@@H:10]([CH2:27][CH:28]([CH3:30])[CH3:29])[N:11]([CH2:19][C:20]([O:22][C:23]([CH3:26])([CH3:25])[CH3:24])=[O:21])[C:12]([O:14][C:15]([CH3:18])([CH3:17])[CH3:16])=[O:13])C1C=CC=CC=1.[H][H], predict the reaction product. The product is: [C:23]([O:22][C:20]([CH2:19][N:11]([C:12]([O:14][C:15]([CH3:17])([CH3:16])[CH3:18])=[O:13])[C@@H:10]([C:9]([OH:31])=[O:8])[CH2:27][CH:28]([CH3:30])[CH3:29])=[O:21])([CH3:24])([CH3:25])[CH3:26]. (3) Given the reactants [Cl:1][C:2]1[CH:3]=[C:4]2[C:8](=[CH:9][CH:10]=1)[N:7]([CH3:11])[C:6]([CH2:12][CH2:13][CH2:14][CH2:15][CH2:16][CH3:17])=[CH:5]2.[Cl-].C[Al+]C.Cl[C:23](=[O:32])[CH2:24][C@@H:25]([CH3:31])[CH2:26][C:27]([O:29][CH3:30])=[O:28].[Cl-].[NH4+], predict the reaction product. The product is: [CH3:30][O:29][C:27](=[O:28])[CH2:26][C@H:25]([CH3:31])[CH2:24][C:23]([C:5]1[C:4]2[C:8](=[CH:9][CH:10]=[C:2]([Cl:1])[CH:3]=2)[N:7]([CH3:11])[C:6]=1[CH2:12][CH2:13][CH2:14][CH2:15][CH2:16][CH3:17])=[O:32]. (4) Given the reactants [CH3:1][C:2]([CH3:20])([CH3:19])[C:3]#[C:4][C:5]1[S:6][C:7]([C:10]2[CH:15]=[CH:14][CH:13]=[CH:12][C:11]=2[N+:16]([O-])=O)=[CH:8][CH:9]=1.O1CCCC1, predict the reaction product. The product is: [CH3:1][C:2]([CH3:20])([CH3:19])[C:3]#[C:4][C:5]1[S:6][C:7]([C:10]2[CH:15]=[CH:14][CH:13]=[CH:12][C:11]=2[NH2:16])=[CH:8][CH:9]=1.